This data is from Experimentally validated miRNA-target interactions with 360,000+ pairs, plus equal number of negative samples. The task is: Binary Classification. Given a miRNA mature sequence and a target amino acid sequence, predict their likelihood of interaction. (1) The miRNA is hsa-miR-1193 with sequence GGGAUGGUAGACCGGUGACGUGC. The protein sequence of the target gene is MAESDSTDFDLLWYLENLSDKEFQSFKKYLARKILDFKLPQFPLIQMTKEELANVLPISYEGQYIWNMLFSIFSMMRKEDLCRKIIGRRNRNQEACKAVMRRKFMLQWESHTFGKFHYKFFRDVSSDVFYILQLAYDSTSYYSANNLNVFLMGERASGKTIVINLAVLRWIKGEMWQNMISYVVHLTAHEINQMTNSSLAELIAKDWPDGQAPIADILSDPKKLLFILEDLDNIRFELNVNESALCSNSTQKVPIPVLLVSLLKRKMAPGCWFLISSRPTRGNNVKTFLKEVDCCTTLQL.... Result: 1 (interaction). (2) The miRNA is mmu-miR-455-5p with sequence UAUGUGCCUUUGGACUACAUCG. The protein sequence of the target gene is MAVTTRLTWLHEKILQNHFGGKRLSLLYKGSVHGFRNGVLLDRCCNQGPTLTVIYSEDHIIGAYAEESYQEGKYASIILFALQDTKISEWKLGLCTPETLFCCDVTKYNSPTNFQIDGRNRKVIMDLKTMENLGLAQNCTISIQDYEVFRCEDSLDERKIKGVIELRKSLLSALRTYEPYGSLVQQIRILLLGPIGAGKSSFFNSVRSVFQGHVTHQALVGTNTTGISEKYRTYSIRDGKDGKYLPFILCDSLGLSEKEGGLCRDDIFYILNGNIRDRYQFNPMESIKLNHHDYIDSPSL.... Result: 0 (no interaction). (3) The miRNA is hsa-miR-602 with sequence GACACGGGCGACAGCUGCGGCCC. The protein sequence of the target gene is MMETERLVLPPPDPLDLPLRAVELGCTGHWELLNLPGAPESSLPHGLPPCAPDLQQEAEQLFLSSPAWLPLHGVEHSARKWQRKTDPWSLLAVLGAPVPSDLQAQRHPTTGQILGYKEVLLENTNLSATTSLSLRRPPGPASQSLWGNPTQYPFWPGGMDEPTITDLNTREEAEEEIDFEKDLLTIPPGFKKGMDFAPKDCPTPAPGLLSLSCMLEPLDLGGGDEDENEAVGQPGGPRGDTVSASPCSAPLARASSLEDLVLKEASTAVSTPEAPEPPSQEQWAIPVDATSPVGDFYRLI.... Result: 0 (no interaction). (4) The miRNA is hsa-miR-4443 with sequence UUGGAGGCGUGGGUUUU. The protein sequence of the target gene is MATAMYLEHYLDSIENLPCELQRNFQLMRELDQRTEDKKAEIDILAAEYISTVKTLSPDQRVERLQKIQNAYSKCKEYSDDKVQLAMQTYEMVDKHIRRLDADLARFEADLKDKMEGSDFESSGGRGLKKGRGQKEKRGSRGRGRRTSEEDTPKKKKHKGGSEFTDTILSVHPSDVLDMPVDPNEPTYCLCHQVSYGEMIGCDNPDCPIEWFHFACVDLTTKPKGKWFCPRCVQEKRKKK. Result: 1 (interaction). (5) The miRNA is hsa-miR-362-3p with sequence AACACACCUAUUCAAGGAUUCA. The protein sequence of the target gene is MGPGEALLAGLLVMVLAVALLSNALVLLCCAYSAELRTRASGVLLVNLSLGHLLLAALDMPFTLLGVMRGRTPSAPGACQVIGFLDTFLASNAALSVAALSADQWLAVGFPLRYAGRLRPRYAGLLLGCAWGQSLAFSGAALGCSWLGYSSAFASCSLRLPPEPERPRFAAFTATLHAVGFVLPLAVLCLTSLQVHRVARRHCQRMDTVTMKALALLADLHPSVRQRCLIQQKRRRHRATRKIGIAIATFLICFAPYVMTRLAELVPFVTVNAQWGILSKCLTYSKAVADPFTYSLLRRP.... Result: 1 (interaction). (6) The miRNA is hsa-miR-6798-3p with sequence CUACCCCCCAUCCCCCUGUAG. The protein sequence of the target gene is MRLLPEWFLLLFGPWLLRKAVSAQIPESGRPQYLGLRPAAAGAGAPGQQLPEPRSSDGLGVGRAWSWAWPTNHTGALARAGAAGALPAQRTKRKPSIKAARAKKIFGWGDFYFRVHTLKFSLLVTGKIVDHVNGTFSVYFRHNSSSLGNLSVSIVPPSKRVEFGGVWLPGPVPHPLQSTLALEGVLPGLGPPLGMAAAAAGPGLGGSLGGALAGPLGGALGVPGAKESRAFNCHVEYEKTNRARKHRPCLYDPSQVCFTEHTQSQAAWLCAKPFKVICIFVSFLSFDYKLVQKVCPDYNF.... Result: 0 (no interaction).